This data is from Full USPTO retrosynthesis dataset with 1.9M reactions from patents (1976-2016). The task is: Predict the reactants needed to synthesize the given product. (1) The reactants are: F[B-](F)(F)F.N1(OC(N(C)C)=[N+](C)C)C2C=CC=CC=2N=N1.C(N(C(C)C)CC)(C)C.[F:32][C:33]1[CH:38]=[CH:37][C:36]([N:39]2[CH2:44][CH2:43][NH:42][CH2:41][CH2:40]2)=[CH:35][CH:34]=1.[O:45]=[C:46]1[C:55]2[C:50](=[CH:51][CH:52]=[CH:53][CH:54]=2)[C:49]([CH2:56][C:57]2[CH:58]=[C:59]([CH:63]=[CH:64][CH:65]=2)[C:60](O)=[O:61])=[N:48][NH:47]1. Given the product [F:32][C:33]1[CH:34]=[CH:35][C:36]([N:39]2[CH2:44][CH2:43][N:42]([C:60]([C:59]3[CH:58]=[C:57]([CH:65]=[CH:64][CH:63]=3)[CH2:56][C:49]3[C:50]4[C:55](=[CH:54][CH:53]=[CH:52][CH:51]=4)[C:46](=[O:45])[NH:47][N:48]=3)=[O:61])[CH2:41][CH2:40]2)=[CH:37][CH:38]=1, predict the reactants needed to synthesize it. (2) Given the product [C:9]([C:8]1[CH:7]=[C:6]([C:4]2[N:3]=[CH:2][N:1]([C:32]([N:31]([CH:28]3[CH2:29][CH2:30][N:25]([C:20]4[CH:21]=[CH:22][CH:23]=[CH:24][C:19]=4[O:18][CH3:17])[CH2:26][CH2:27]3)[CH3:35])=[O:33])[CH:5]=2)[CH:14]=[CH:13][CH:12]=1)(=[O:10])[NH2:11], predict the reactants needed to synthesize it. The reactants are: [NH:1]1[CH:5]=[C:4]([C:6]2[CH:7]=[C:8]([CH:12]=[CH:13][CH:14]=2)[C:9]([NH2:11])=[O:10])[N:3]=[CH:2]1.[H-].[Na+].[CH3:17][O:18][C:19]1[CH:24]=[CH:23][CH:22]=[CH:21][C:20]=1[N:25]1[CH2:30][CH2:29][CH:28]([N:31]([CH3:35])[C:32](Cl)=[O:33])[CH2:27][CH2:26]1. (3) Given the product [Cl:1][C:2]1[CH:12]=[CH:11][C:5]2[NH:6][C:7]([S:21]([CH3:17])(=[O:23])=[O:20])=[N:8][C:4]=2[C:3]=1[C:13]([O:15][CH3:16])=[O:14], predict the reactants needed to synthesize it. The reactants are: [Cl:1][C:2]1[CH:12]=[CH:11][C:5]2[NH:6][C:7](SC)=[N:8][C:4]=2[C:3]=1[C:13]([O:15][CH3:16])=[O:14].[CH3:17]O.O[O:20][S:21]([O-:23])=O.[K+]. (4) Given the product [NH2:8][C:9]1[CH:18]=[N:17][C:16]2[C:11](=[CH:12][CH:13]=[CH:14][CH:15]=2)[N:10]=1, predict the reactants needed to synthesize it. The reactants are: C([NH:8][C:9]1[CH:18]=[N:17][C:16]2[C:11](=[CH:12][CH:13]=[CH:14][CH:15]=2)[N:10]=1)C1C=CC=CC=1.C([O-])=O.[NH4+]. (5) Given the product [CH:9]1([O:8][C:5]2[CH:6]=[CH:7][C:2]([C:23]([OH:25])=[O:24])=[CH:3][CH:4]=2)[CH2:11][CH2:10]1, predict the reactants needed to synthesize it. The reactants are: Br[C:2]1[CH:7]=[CH:6][C:5]([O:8][CH:9]2[CH2:11][CH2:10]2)=[CH:4][CH:3]=1.C([Li])CCC.CCCCCC.[C:23](=[O:25])=[O:24]. (6) The reactants are: C([O:3][C:4]([C:6]1[C:14]2[C:9](=[CH:10][CH:11]=[C:12]([O:15][C:16]3[C:21]([C:22](=[O:24])N)=[CH:20][CH:19]=[CH:18][N:17]=3)[CH:13]=2)[N:8]([C:25]2[CH:30]=[CH:29][C:28]([O:31][CH:32]([CH3:34])[CH3:33])=[CH:27][CH:26]=2)[C:7]=1[CH2:35][C:36]([O:38]CC)=[O:37])=[O:5])C.[OH-:41].[Na+]. Given the product [C:4]([CH2:6][C:7]1[N:8]([C:25]2[CH:26]=[CH:27][C:28]([O:31][CH:32]([CH3:33])[CH3:34])=[CH:29][CH:30]=2)[C:9]2[C:14]([C:35]=1[C:36]([OH:38])=[O:37])=[CH:13][C:12]([O:15][C:16]1[C:21]([C:22]([OH:24])=[O:41])=[CH:20][CH:19]=[CH:18][N:17]=1)=[CH:11][CH:10]=2)([OH:3])=[O:5], predict the reactants needed to synthesize it. (7) Given the product [F:1][C:2]1[C:3]([CH3:26])=[C:4]([C@:9]2([C:22]([O:24][CH3:25])=[O:23])[CH2:13][CH2:12][C:11]([C:34]3[CH:35]=[C:36]4[C:31]([CH:30]=[N:29][N:28]4[CH3:27])=[CH:32][CH:33]=3)=[CH:10]2)[CH:5]=[CH:6][C:7]=1[F:8], predict the reactants needed to synthesize it. The reactants are: [F:1][C:2]1[C:3]([CH3:26])=[C:4]([C@:9]2([C:22]([O:24][CH3:25])=[O:23])[CH2:13][CH2:12][C:11](OS(C(F)(F)F)(=O)=O)=[CH:10]2)[CH:5]=[CH:6][C:7]=1[F:8].[CH3:27][N:28]1[C:36]2[C:31](=[CH:32][CH:33]=[C:34](B(O)O)[CH:35]=2)[CH:30]=[N:29]1.